From a dataset of Reaction yield outcomes from USPTO patents with 853,638 reactions. Predict the reaction yield, written as a fraction of the theoretical maximum amount of product (1.0 means a 100% yield; for example, 0.34 means a 34% yield). (1) The catalyst is C(O)C. The product is [NH2:10][CH2:9][CH:8]([NH:7][C:6](=[O:24])[O:5][C:1]([CH3:2])([CH3:4])[CH3:3])[CH:21]([CH3:23])[CH3:22]. The reactants are [C:1]([O:5][C:6](=[O:24])[NH:7][CH:8]([CH:21]([CH3:23])[CH3:22])[CH2:9][N:10]1C(=O)C2C(=CC=CC=2)C1=O)([CH3:4])([CH3:3])[CH3:2].O.NN. The yield is 0.480. (2) The reactants are C([O:8][C:9]1[CH:14]=[CH:13][C:12](/[CH:15]=[CH:16]/[C:17]([O:19][C:20]([CH3:23])([CH3:22])[CH3:21])=[O:18])=[CH:11][CH:10]=1)C1C=CC=CC=1.C(O)C. The catalyst is [C].[Pd].C(OCC)(=O)C. The product is [OH:8][C:9]1[CH:10]=[CH:11][C:12]([CH2:15][CH2:16][C:17]([O:19][C:20]([CH3:23])([CH3:22])[CH3:21])=[O:18])=[CH:13][CH:14]=1. The yield is 0.790.